From a dataset of M1 muscarinic receptor antagonist screen with 61,756 compounds. Binary Classification. Given a drug SMILES string, predict its activity (active/inactive) in a high-throughput screening assay against a specified biological target. (1) The compound is s1c(NC(=O)CCC(=O)Nc2c(OC)cccc2)nnc1C(F)(F)F. The result is 0 (inactive). (2) The result is 0 (inactive). The drug is S(=O)(=O)(N1CCCCC1)c1cc(C(=O)NC2CCCC2)ccc1. (3) The compound is o1c2c(c(=O)c(Oc3ccccc3)c1C)ccc(OCC(O)=O)c2. The result is 0 (inactive). (4) The drug is Clc1cc(Cn2ccc(=N)cc2)ccc1Cl. The result is 0 (inactive). (5) The compound is P(OCC(F)(F)C(F)F)(=O)(N1CCOCC1)N1CCOCC1. The result is 0 (inactive).